Dataset: Peptide-MHC class I binding affinity with 185,985 pairs from IEDB/IMGT. Task: Regression. Given a peptide amino acid sequence and an MHC pseudo amino acid sequence, predict their binding affinity value. This is MHC class I binding data. (1) The peptide sequence is MPGVLSYVI. The MHC is HLA-B07:02 with pseudo-sequence HLA-B07:02. The binding affinity (normalized) is 0.257. (2) The peptide sequence is NYMPYVFTLL. The MHC is HLA-A26:01 with pseudo-sequence HLA-A26:01. The binding affinity (normalized) is 0. (3) The peptide sequence is GADPNIRTGV. The MHC is HLA-A02:01 with pseudo-sequence HLA-A02:01. The binding affinity (normalized) is 0.330. (4) The peptide sequence is VLKGLYNFA. The MHC is HLA-A02:01 with pseudo-sequence HLA-A02:01. The binding affinity (normalized) is 0.192. (5) The peptide sequence is DRLFFKCIYR. The MHC is HLA-A31:01 with pseudo-sequence HLA-A31:01. The binding affinity (normalized) is 0.667. (6) The peptide sequence is RRRKGWIPL. The MHC is HLA-B07:02 with pseudo-sequence HLA-B07:02. The binding affinity (normalized) is 0.239.